Dataset: Catalyst prediction with 721,799 reactions and 888 catalyst types from USPTO. Task: Predict which catalyst facilitates the given reaction. (1) Reactant: Cl[C:2](Cl)([O:4]C(=O)OC(Cl)(Cl)Cl)Cl.[F:13][C:14]([F:25])([F:24])[O:15][C:16]1[CH:23]=[CH:22][CH:21]=[CH:20][C:17]=1[CH2:18][NH2:19].C(N(C(C)C)CC)(C)C.Cl.[Cl:36][C:37]1[CH:38]=[C:39]([CH:47]=[CH:48][C:49]=1[Cl:50])[O:40][CH:41]1[CH2:46][CH2:45][NH:44][CH2:43][CH2:42]1. Product: [F:13][C:14]([F:24])([F:25])[O:15][C:16]1[CH:23]=[CH:22][CH:21]=[CH:20][C:17]=1[CH2:18][NH:19][C:2]([N:44]1[CH2:45][CH2:46][CH:41]([O:40][C:39]2[CH:47]=[CH:48][C:49]([Cl:50])=[C:37]([Cl:36])[CH:38]=2)[CH2:42][CH2:43]1)=[O:4]. The catalyst class is: 4. (2) Reactant: [CH2:1]([S:8][C:9]1[N:14]=[CH:13][C:12]([NH2:15])=[CH:11][C:10]=1[C:16]([F:19])([F:18])[F:17])[C:2]1[CH:7]=[CH:6][CH:5]=[CH:4][CH:3]=1.[O:20](C(C(F)(F)F)=O)[C:21]([C:23]([F:26])([F:25])[F:24])=O. Product: [CH2:1]([S:8][C:9]1[N:14]=[CH:13][C:12]([NH:15][C:21](=[O:20])[C:23]([F:26])([F:25])[F:24])=[CH:11][C:10]=1[C:16]([F:19])([F:17])[F:18])[C:2]1[CH:3]=[CH:4][CH:5]=[CH:6][CH:7]=1. The catalyst class is: 4. (3) Reactant: [F:1][C:2]1[C:3]([NH2:17])=[N:4][C:5]([O:8][CH2:9][C:10]2[CH:15]=[CH:14][C:13]([F:16])=[CH:12][CH:11]=2)=[N:6][CH:7]=1.[H-].[Na+].[CH2:20]([Si:22](Cl)([CH2:25][CH3:26])[CH2:23][CH3:24])[CH3:21].CCOCC. Product: [F:1][C:2]1[C:3]([NH:17][Si:22]([CH2:25][CH3:26])([CH2:23][CH3:24])[CH2:20][CH3:21])=[N:4][C:5]([O:8][CH2:9][C:10]2[CH:11]=[CH:12][C:13]([F:16])=[CH:14][CH:15]=2)=[N:6][CH:7]=1. The catalyst class is: 1. (4) Reactant: [Br:1][C:2]1[CH:10]=[C:9]2[C:5]([CH2:6][C:7]([CH3:15])([CH3:14])[C:8]2([CH:12]=[CH2:13])[NH2:11])=[CH:4][CH:3]=1.[F:16][C:17](=[CH2:21])[C:18](O)=[O:19].CCCP1(OP(CCC)(=O)OP(CCC)(=O)O1)=O.C(N(CC)CC)C. Product: [Br:1][C:2]1[CH:10]=[C:9]2[C:5]([CH2:6][C:7]([CH3:15])([CH3:14])[C:8]2([NH:11][C:18](=[O:19])[C:17]([F:16])=[CH2:21])[CH:12]=[CH2:13])=[CH:4][CH:3]=1. The catalyst class is: 161. (5) Reactant: [Cl-].[Al+3].[Cl-].[Cl-].[Cl:5][CH2:6][CH2:7][CH2:8][C:9](Cl)=[O:10].[C:12]1([CH:18]([CH3:20])[CH3:19])[CH:17]=[CH:16][CH:15]=[CH:14][CH:13]=1. Product: [Cl:5][CH2:6][CH2:7][CH2:8][C:9]([C:15]1[CH:16]=[CH:17][C:12]([CH:18]([CH3:20])[CH3:19])=[CH:13][CH:14]=1)=[O:10]. The catalyst class is: 2. (6) Reactant: [Cl-].[Mg+2].[Cl-].[CH2:4]([O:6][C:7](=[O:12])[CH2:8][C:9]([O-:11])=O)[CH3:5].[K+].[CH2:14]([CH:21]([NH:31][S:32]([C:35]1[CH:40]=[CH:39][C:38]([Cl:41])=[CH:37][CH:36]=1)(=[O:34])=[O:33])C(=O)C(CC)C(=O)CC)[C:15]1[CH:20]=[CH:19][CH:18]=[CH:17][CH:16]=1.N1C=CN=C1C(C1NC=CN=1)=O.[Mg].Cl. Product: [Cl:41][C:38]1[CH:39]=[CH:40][C:35]([S:32]([NH:31][C@H:21]([CH2:14][C:15]2[CH:16]=[CH:17][CH:18]=[CH:19][CH:20]=2)[C:9](=[O:11])[CH2:8][C:7]([O:6][CH2:4][CH3:5])=[O:12])(=[O:34])=[O:33])=[CH:36][CH:37]=1. The catalyst class is: 1. (7) Reactant: CC1C=CC(S(OC[C@H]2CCCC[C@@H]2O)(=O)=O)=CC=1.OC1C=C(CCC[N:30]2[C:38](=[O:39])[C:37]3[C:32](=[CH:33][CH:34]=[CH:35][CH:36]=3)[C:31]2=[O:40])C=CC=1.C(=O)([O-])[O-].[Cs+].[Cs+]. Product: [C:31]1(=[O:40])[C:32]2[C:37](=[CH:36][CH:35]=[CH:34][CH:33]=2)[C:38](=[O:39])[NH:30]1. The catalyst class is: 3. (8) Product: [CH2:10]([C:12]1[C:13]([O:34][C@H:39]2[C@@H:44]3[O:45][C:46](=[O:48])[O:47][C@@H:43]3[C@@H:42]([O:49][CH3:50])[C:41]([CH3:52])([CH3:51])[O:40]2)=[CH:14][CH:15]=[C:16]2[C:21]=1[O:20][C:19](=[O:22])[C:18]([NH:23][C:24](=[O:33])[O:25][CH2:26][C:27]1[CH:32]=[CH:31][CH:30]=[CH:29][CH:28]=1)=[CH:17]2)[CH3:11]. The catalyst class is: 2. Reactant: B(F)(F)F.CCOCC.[CH2:10]([C:12]1[C:13]([OH:34])=[CH:14][CH:15]=[C:16]2[C:21]=1[O:20][C:19](=[O:22])[C:18]([NH:23][C:24](=[O:33])[O:25][CH2:26][C:27]1[CH:32]=[CH:31][CH:30]=[CH:29][CH:28]=1)=[CH:17]2)[CH3:11].ClC(Cl)(Cl)C(=N)O[C@H:39]1[C@@H:44]2[O:45][C:46](=[O:48])[O:47][C@@H:43]2[C@@H:42]([O:49][CH3:50])[C:41]([CH3:52])([CH3:51])[O:40]1.C(N(CC)CC)C. (9) Reactant: [CH3:1][Si:2]([CH3:56])([CH3:55])[CH2:3][CH2:4][O:5][CH2:6][N:7]([CH2:47][O:48][CH2:49][CH2:50][Si:51]([CH3:54])([CH3:53])[CH3:52])[C:8]1[N:13]2[N:14]=[CH:15][C:16]([C:17]3[CH:18]=[N:19][N:20]([C:22]4[CH:27]=[CH:26][CH:25]=[CH:24][CH:23]=4)[CH:21]=3)=[C:12]2[N:11]=[C:10]([CH:28]2[CH2:33][CH2:32][C:31]([O:41][CH2:42][CH2:43][O:44][CH3:45])([C:34]([O:36][CH2:37][CH2:38][O:39][CH3:40])=[O:35])[CH2:30][CH2:29]2)[C:9]=1Br.C([Sn](CCCC)(CCCC)[C:62]([O:64][CH2:65][CH3:66])=[CH2:63])CCC. Product: [CH3:1][Si:2]([CH3:56])([CH3:55])[CH2:3][CH2:4][O:5][CH2:6][N:7]([CH2:47][O:48][CH2:49][CH2:50][Si:51]([CH3:54])([CH3:53])[CH3:52])[C:8]1[N:13]2[N:14]=[CH:15][C:16]([C:17]3[CH:18]=[N:19][N:20]([C:22]4[CH:27]=[CH:26][CH:25]=[CH:24][CH:23]=4)[CH:21]=3)=[C:12]2[N:11]=[C:10]([CH:28]2[CH2:33][CH2:32][C:31]([O:41][CH2:42][CH2:43][O:44][CH3:45])([C:34]([O:36][CH2:37][CH2:38][O:39][CH3:40])=[O:35])[CH2:30][CH2:29]2)[C:9]=1[C:62]([O:64][CH2:65][CH3:66])=[CH2:63]. The catalyst class is: 77.